This data is from Reaction yield outcomes from USPTO patents with 853,638 reactions. The task is: Predict the reaction yield, written as a fraction of the theoretical maximum amount of product (1.0 means a 100% yield; for example, 0.34 means a 34% yield). (1) The reactants are [Cl:1][C:2]1[CH:3]=[C:4]2[C:8](=[CH:9][CH:10]=1)[C:7](=O)[CH:6]([O:12][CH3:13])[CH2:5]2.[C:14]([S@:18]([NH2:20])=[O:19])([CH3:17])([CH3:16])[CH3:15]. The catalyst is O1CCCC1. The product is [Cl:1][C:2]1[CH:3]=[C:4]2[C:8](=[CH:9][CH:10]=1)/[C:7](=[N:20]\[S@@:18]([C:14]([CH3:17])([CH3:16])[CH3:15])=[O:19])/[C@@H:6]([O:12][CH3:13])[CH2:5]2. The yield is 0.500. (2) The reactants are [CH3:1][NH:2][CH2:3][CH2:4][CH2:5][N:6]1[C:15]2[CH2:14][CH2:13][CH2:12][CH2:11][C:10]=2[C:9](=[O:16])[NH:8][C:7]1=[O:17].[F:18][C:19]1[CH:24]=[CH:23][C:22]([S:25](Cl)(=[O:27])=[O:26])=[CH:21][CH:20]=1.Cl. The catalyst is N1C=CC=CC=1. The product is [O:17]=[C:7]1[NH:8][C:9](=[O:16])[C:10]2[CH2:11][CH2:12][CH2:13][CH2:14][C:15]=2[N:6]1[CH2:5][CH2:4][CH2:3][N:2]([CH3:1])[S:25]([C:22]1[CH:23]=[CH:24][C:19]([F:18])=[CH:20][CH:21]=1)(=[O:27])=[O:26]. The yield is 0.340. (3) The yield is 0.350. The catalyst is C(#N)C.ClCCl. The reactants are [CH3:1][C:2]1[C:6]([CH2:7][N:8]2[N:12]=[N:11][C:10]([NH2:13])=[N:9]2)=[C:5]([CH3:14])[O:4][N:3]=1.[CH3:15][O:16][C:17]1[CH:18]=[C:19]([CH:23]=[CH:24][CH:25]=1)[C:20](Cl)=[O:21].N1C=CC=CC=1. The product is [CH3:1][C:2]1[C:6]([CH2:7][N:8]2[N:12]=[N:11][C:10]([NH:13][C:20](=[O:21])[C:19]3[CH:23]=[CH:24][CH:25]=[C:17]([O:16][CH3:15])[CH:18]=3)=[N:9]2)=[C:5]([CH3:14])[O:4][N:3]=1.